This data is from Reaction yield outcomes from USPTO patents with 853,638 reactions. The task is: Predict the reaction yield, written as a fraction of the theoretical maximum amount of product (1.0 means a 100% yield; for example, 0.34 means a 34% yield). The reactants are Cl.[C:2]1(=[O:13])[C:7]2([CH2:12][CH2:11][NH:10][CH2:9][CH2:8]2)[CH2:6][CH2:5][CH2:4][NH:3]1.C(N(CC)CC)C.[F:21][C:22]1[CH:23]=[C:24]([S:32](Cl)(=[O:34])=[O:33])[CH:25]=[C:26]([C:28]([F:31])([F:30])[F:29])[CH:27]=1. The catalyst is ClCCl. The product is [F:21][C:22]1[CH:23]=[C:24]([S:32]([N:10]2[CH2:11][CH2:12][C:7]3([C:2](=[O:13])[NH:3][CH2:4][CH2:5][CH2:6]3)[CH2:8][CH2:9]2)(=[O:33])=[O:34])[CH:25]=[C:26]([C:28]([F:30])([F:29])[F:31])[CH:27]=1. The yield is 0.430.